Dataset: Full USPTO retrosynthesis dataset with 1.9M reactions from patents (1976-2016). Task: Predict the reactants needed to synthesize the given product. (1) Given the product [Cl:20][C:21]1[CH:22]=[C:23]([NH:29][S:30]([C:33]2[CH:38]=[CH:37][CH:36]=[C:35]([O:39][C:40]([F:42])([F:41])[F:43])[CH:34]=2)(=[O:32])=[O:31])[C:24]([OH:27])=[N:25][CH:26]=1, predict the reactants needed to synthesize it. The reactants are: BrC1C=C(S(NC2C(O)=CC(Cl)=CN=2)(=O)=O)C=NC=1.[Cl:20][C:21]1[CH:22]=[C:23]([NH:29][S:30]([C:33]2[CH:38]=[CH:37][CH:36]=[C:35]([O:39][C:40]([F:43])([F:42])[F:41])[CH:34]=2)(=[O:32])=[O:31])[C:24]([O:27]C)=[N:25][CH:26]=1.BrC1C=C(S(NC2C(OC)=CC(Cl)=CN=2)(=O)=O)C=NC=1. (2) Given the product [CH2:20]([N:8]([CH2:1][C:2]1[CH:3]=[CH:4][CH:5]=[CH:6][CH:7]=1)[C:9]1[CH:17]=[C:16]([F:18])[C:12]([NH:32][C:35](=[O:40])[O:39][CH2:37][CH3:38])=[C:11]([F:19])[CH:10]=1)[C:21]1[CH:22]=[CH:23][CH:24]=[CH:25][CH:26]=1, predict the reactants needed to synthesize it. The reactants are: [CH2:1]([N:8]([CH2:20][C:21]1[CH:26]=[CH:25][CH:24]=[CH:23][CH:22]=1)[C:9]1[CH:17]=[C:16]([F:18])[C:12](C(O)=O)=[C:11]([F:19])[CH:10]=1)[C:2]1[CH:7]=[CH:6][CH:5]=[CH:4][CH:3]=1.[N-]=[N+]=[N-].C([N:32]([CH2:35]C)CC)C.[CH2:37]([OH:39])[CH3:38].[O:40]1CCOCC1. (3) Given the product [ClH:26].[Br:1][C:2]1[CH:3]([CH2:17][NH2:18])[O:4][B:5]2[C:14]3[C:13]=1[CH:12]=[CH:11][O:10][CH2:9][C:8]=3[C:7]([CH3:15])([CH3:16])[O:6]2, predict the reactants needed to synthesize it. The reactants are: [Br:1][C:2]1[CH:3]([CH2:17][NH:18]C(=O)OC(C)(C)C)[O:4][B:5]2[C:14]3[C:13]=1[CH:12]=[CH:11][O:10][CH2:9][C:8]=3[C:7]([CH3:16])([CH3:15])[O:6]2.[ClH:26]. (4) Given the product [N:4]1([S:7]([C:10]2[CH:15]=[CH:14][CH:13]=[CH:12][C:11]=2[C:20]2[CH:26]=[CH:25][CH:24]=[C:22]([NH2:23])[CH:21]=2)(=[O:9])=[O:8])[CH2:5][CH2:6][O:1][CH2:2][CH2:3]1, predict the reactants needed to synthesize it. The reactants are: [O:1]1[CH2:6][CH2:5][N:4]([S:7]([C:10]2[CH:15]=[CH:14][CH:13]=[CH:12][C:11]=2B(O)O)(=[O:9])=[O:8])[CH2:3][CH2:2]1.Br[C:20]1[CH:21]=[C:22]([CH:24]=[CH:25][CH:26]=1)[NH2:23].C([O-])([O-])=O.[Na+].[Na+]. (5) The reactants are: C[O:2][C:3]([C:5]1[CH:6]=[CH:7][C:8](O)=[CH:9][CH:10]=1)=[O:4].C1(=O)O[CH2:15][CH2:14][O:13]1.[BrH:18]. Given the product [Br:18][CH2:15][CH2:14][O:13][C:10]1[CH:9]=[CH:8][CH:7]=[CH:6][C:5]=1[C:3]([OH:2])=[O:4], predict the reactants needed to synthesize it. (6) Given the product [F:31][C:32]1[CH:33]=[C:34]([CH:37]=[CH:38][C:39]=1[N:40]1[CH2:45][CH2:44][O:43][CH2:42][CH2:41]1)[CH2:35][NH:36][C:13](=[O:15])/[C:12](=[CH:16]/[C:17]1[CH:22]=[CH:21][C:20]([N:23]2[CH:27]=[C:26]([CH3:28])[N:25]=[CH:24]2)=[C:19]([O:29][CH3:30])[CH:18]=1)/[CH2:11][CH2:10][CH2:9][Cl:8], predict the reactants needed to synthesize it. The reactants are: FC(F)(F)C(O)=O.[Cl:8][CH2:9][CH2:10][CH2:11][C:12](=[CH:16][C:17]1[CH:22]=[CH:21][C:20]([N:23]2[CH:27]=[C:26]([CH3:28])[N:25]=[CH:24]2)=[C:19]([O:29][CH3:30])[CH:18]=1)[C:13]([OH:15])=O.[F:31][C:32]1[CH:33]=[C:34]([CH:37]=[CH:38][C:39]=1[N:40]1[CH2:45][CH2:44][O:43][CH2:42][CH2:41]1)[CH2:35][NH2:36].C(N(C(C)C)CC)(C)C.C1C=CC2N(O)N=NC=2C=1.